From a dataset of Reaction yield outcomes from USPTO patents with 853,638 reactions. Predict the reaction yield, written as a fraction of the theoretical maximum amount of product (1.0 means a 100% yield; for example, 0.34 means a 34% yield). (1) The catalyst is CO. The product is [F:30][C:2]([F:1])([F:29])[O:3][C:4]1[CH:9]=[CH:8][C:7]([N:10]2[CH:14]=[N:13][C:12]([C:15]3[CH:20]=[CH:19][C:18]([CH:21]4[CH2:23][CH:22]4[C:24]([OH:26])=[O:25])=[CH:17][CH:16]=3)=[N:11]2)=[CH:6][CH:5]=1. The yield is 0.980. The reactants are [F:1][C:2]([F:30])([F:29])[O:3][C:4]1[CH:9]=[CH:8][C:7]([N:10]2[CH:14]=[N:13][C:12]([C:15]3[CH:20]=[CH:19][C:18]([CH:21]4[CH2:23][CH:22]4[C:24]([O:26]CC)=[O:25])=[CH:17][CH:16]=3)=[N:11]2)=[CH:6][CH:5]=1.[OH-].[Na+].Cl. (2) The reactants are [C:1]([O:5][C:6]([NH:8][CH2:9][CH2:10][CH:11]1[CH2:16][CH2:15][CH2:14][NH:13][CH2:12]1)=[O:7])([CH3:4])([CH3:3])[CH3:2].C[Si]([N:21]=[C:22]=[O:23])(C)C. The catalyst is ClCCl. The product is [C:1]([O:5][C:6]([NH:8][CH2:9][CH2:10][CH:11]1[CH2:16][CH2:15][CH2:14][N:13]([C:22]([NH2:21])=[O:23])[CH2:12]1)=[O:7])([CH3:4])([CH3:2])[CH3:3]. The yield is 0.700. (3) The reactants are [OH-].[Na+].C[O:4][C:5](=[O:23])[CH2:6][CH2:7][CH2:8][CH2:9][C:10]1[O:14][N:13]=[C:12]([C:15]2[CH:20]=[CH:19][CH:18]=[CH:17][C:16]=2[O:21][CH3:22])[N:11]=1. The catalyst is CO. The product is [CH3:22][O:21][C:16]1[CH:17]=[CH:18][CH:19]=[CH:20][C:15]=1[C:12]1[N:11]=[C:10]([CH2:9][CH2:8][CH2:7][CH2:6][C:5]([OH:23])=[O:4])[O:14][N:13]=1. The yield is 0.990. (4) The reactants are [CH3:1][C:2]([CH3:40])([CH3:39])[C:3](=O)[CH2:4][N:5]1[C:10](=[O:11])[C:9]([CH2:12][C:13]2[CH:18]=[CH:17][C:16]([C:19]3[CH:24]=[CH:23][CH:22]=[CH:21][C:20]=3[C:25]3[NH:29][C:28](=[O:30])[O:27][N:26]=3)=[CH:15][CH:14]=2)=[C:8]([CH2:31][CH2:32][CH3:33])[N:7]2[N:34]=[C:35]([CH3:37])[N:36]=[C:6]12.Cl.[NH2:42][O:43][CH2:44][CH3:45].N1C=CC=CC=1.Cl. The catalyst is O.C(OCC)(=O)C. The product is [CH2:44]([O:43]/[N:42]=[C:3](\[C:2]([CH3:39])([CH3:40])[CH3:1])/[CH2:4][N:5]1[C:10](=[O:11])[C:9]([CH2:12][C:13]2[CH:14]=[CH:15][C:16]([C:19]3[CH:24]=[CH:23][CH:22]=[CH:21][C:20]=3[C:25]3[NH:29][C:28](=[O:30])[O:27][N:26]=3)=[CH:17][CH:18]=2)=[C:8]([CH2:31][CH2:32][CH3:33])[N:7]2[N:34]=[C:35]([CH3:37])[N:36]=[C:6]12)[CH3:45]. The yield is 0.490. (5) The reactants are [CH:1]12[CH2:6][CH:4]([CH2:5]1)[CH2:3][N:2]2[C:7]1[CH:12]=[C:11]([N:13]2[CH2:18][C@@H:17]3[CH2:19][C@H:14]2[CH2:15][O:16]3)[CH:10]=[C:9](Cl)[N:8]=1.[F:21][CH:22]([F:40])[O:23][C:24]1[C:25]([NH2:39])=[N:26][CH:27]=[C:28](B2OC(C)(C)C(C)(C)O2)[CH:29]=1.C(=O)([O-])[O-].[K+].[K+]. The catalyst is O1CCOCC1.O.[Pd](Cl)Cl.C1(P(C2C=CC=CC=2)[C-]2C=CC=C2)C=CC=CC=1.[C-]1(P(C2C=CC=CC=2)C2C=CC=CC=2)C=CC=C1.[Fe+2]. The product is [CH:4]12[CH2:6][CH:1]([CH2:5]1)[N:2]([C:7]1[N:8]=[C:9]([C:28]3[CH:29]=[C:24]([O:23][CH:22]([F:40])[F:21])[C:25]([NH2:39])=[N:26][CH:27]=3)[CH:10]=[C:11]([N:13]3[CH2:18][C@@H:17]4[CH2:19][C@H:14]3[CH2:15][O:16]4)[CH:12]=1)[CH2:3]2. The yield is 0.246.